From a dataset of NCI-60 drug combinations with 297,098 pairs across 59 cell lines. Regression. Given two drug SMILES strings and cell line genomic features, predict the synergy score measuring deviation from expected non-interaction effect. (1) Drug 1: C1CCC(CC1)NC(=O)N(CCCl)N=O. Drug 2: C1=NNC2=C1C(=O)NC=N2. Cell line: A498. Synergy scores: CSS=4.99, Synergy_ZIP=-1.07, Synergy_Bliss=3.46, Synergy_Loewe=-3.63, Synergy_HSA=1.96. (2) Drug 1: C1CCC(C1)C(CC#N)N2C=C(C=N2)C3=C4C=CNC4=NC=N3. Drug 2: CCC1(CC2CC(C3=C(CCN(C2)C1)C4=CC=CC=C4N3)(C5=C(C=C6C(=C5)C78CCN9C7C(C=CC9)(C(C(C8N6C)(C(=O)OC)O)OC(=O)C)CC)OC)C(=O)OC)O.OS(=O)(=O)O. Cell line: SN12C. Synergy scores: CSS=21.9, Synergy_ZIP=-5.84, Synergy_Bliss=0.0505, Synergy_Loewe=1.88, Synergy_HSA=2.28. (3) Drug 1: C1CCN(CC1)CCOC2=CC=C(C=C2)C(=O)C3=C(SC4=C3C=CC(=C4)O)C5=CC=C(C=C5)O. Drug 2: CC(C1=C(C=CC(=C1Cl)F)Cl)OC2=C(N=CC(=C2)C3=CN(N=C3)C4CCNCC4)N. Cell line: NCI-H226. Synergy scores: CSS=2.68, Synergy_ZIP=-1.54, Synergy_Bliss=-0.462, Synergy_Loewe=-5.92, Synergy_HSA=-2.59. (4) Drug 1: C1=CC(=CC=C1CC(C(=O)O)N)N(CCCl)CCCl.Cl. Drug 2: CC1CCC2CC(C(=CC=CC=CC(CC(C(=O)C(C(C(=CC(C(=O)CC(OC(=O)C3CCCCN3C(=O)C(=O)C1(O2)O)C(C)CC4CCC(C(C4)OC)O)C)C)O)OC)C)C)C)OC. Cell line: RPMI-8226. Synergy scores: CSS=24.2, Synergy_ZIP=-5.43, Synergy_Bliss=-8.67, Synergy_Loewe=-10.4, Synergy_HSA=-4.60. (5) Drug 1: C1CCC(C1)C(CC#N)N2C=C(C=N2)C3=C4C=CNC4=NC=N3. Drug 2: C1=CC(=CC=C1CCCC(=O)O)N(CCCl)CCCl. Cell line: NCIH23. Synergy scores: CSS=51.4, Synergy_ZIP=-4.37, Synergy_Bliss=-6.53, Synergy_Loewe=-5.73, Synergy_HSA=-4.30. (6) Cell line: NCI-H322M. Drug 2: C1C(C(OC1N2C=NC(=NC2=O)N)CO)O. Synergy scores: CSS=-1.65, Synergy_ZIP=1.78, Synergy_Bliss=0.569, Synergy_Loewe=-1.80, Synergy_HSA=-3.04. Drug 1: CN1C(=O)N2C=NC(=C2N=N1)C(=O)N. (7) Drug 1: C1CC(C1)(C(=O)O)C(=O)O.[NH2-].[NH2-].[Pt+2]. Drug 2: COC1=NC(=NC2=C1N=CN2C3C(C(C(O3)CO)O)O)N. Cell line: KM12. Synergy scores: CSS=-0.924, Synergy_ZIP=2.91, Synergy_Bliss=4.22, Synergy_Loewe=-1.28, Synergy_HSA=-2.13. (8) Drug 1: C1=CC=C(C=C1)NC(=O)CCCCCCC(=O)NO. Drug 2: CCN(CC)CCNC(=O)C1=C(NC(=C1C)C=C2C3=C(C=CC(=C3)F)NC2=O)C. Cell line: NCI/ADR-RES. Synergy scores: CSS=41.5, Synergy_ZIP=6.11, Synergy_Bliss=5.83, Synergy_Loewe=-11.3, Synergy_HSA=3.01. (9) Drug 1: CC1=C(C=C(C=C1)NC2=NC=CC(=N2)N(C)C3=CC4=NN(C(=C4C=C3)C)C)S(=O)(=O)N.Cl. Drug 2: CCC1=C2CN3C(=CC4=C(C3=O)COC(=O)C4(CC)O)C2=NC5=C1C=C(C=C5)O. Cell line: SK-OV-3. Synergy scores: CSS=20.6, Synergy_ZIP=1.05, Synergy_Bliss=0.427, Synergy_Loewe=-38.3, Synergy_HSA=-1.09.